The task is: Predict the reactants needed to synthesize the given product.. This data is from Full USPTO retrosynthesis dataset with 1.9M reactions from patents (1976-2016). (1) Given the product [OH:1][C:2]1[N:7]([C:8]2[CH:13]=[CH:12][CH:11]=[CH:10][CH:9]=2)[C:6](=[O:14])[N:5]([CH2:15][C:16]2[CH:21]=[CH:20][CH:19]=[CH:18][CH:17]=2)[C:4](=[O:22])[C:3]=1[C:23]([NH:57][CH2:38][C:39]([OH:41])=[O:40])=[O:24], predict the reactants needed to synthesize it. The reactants are: [OH:1][C:2]1[N:7]([C:8]2[CH:13]=[CH:12][CH:11]=[CH:10][CH:9]=2)[C:6](=[O:14])[N:5]([CH2:15][C:16]2[CH:21]=[CH:20][CH:19]=[CH:18][CH:17]=2)[C:4](=[O:22])[C:3]=1[C:23](OCC)=[O:24].C1(CNC([CH:38](C(OCC)=O)[C:39]([O:41]CC)=[O:40])=O)C=CC=CC=1.[H-].[Na+].C1([N:57]=C=O)C=CC=CC=1. (2) The reactants are: [CH3:1][O:2][C:3](=[O:20])[CH2:4][CH:5]1[C:9](=[O:10])[N:8]([CH2:11][C:12]2[CH:17]=[CH:16][C:15]([CH3:18])=[CH:14][CH:13]=2)[C:7](=[O:19])[NH:6]1.[H-].[Na+].[CH2:23](I)[CH2:24][CH3:25]. Given the product [CH3:1][O:2][C:3](=[O:20])[CH2:4][CH:5]1[C:9](=[O:10])[N:8]([CH2:11][C:12]2[CH:17]=[CH:16][C:15]([CH3:18])=[CH:14][CH:13]=2)[C:7](=[O:19])[N:6]1[CH2:23][CH2:24][CH3:25], predict the reactants needed to synthesize it. (3) Given the product [C:1]([C:3]1[CH:8]=[C:7]([CH3:9])[CH:6]=[CH:5][C:4]=1[C:10]1[CH:11]=[C:12]([C:21]([N:51]2[CH2:52][CH:49]([OH:48])[CH2:50]2)=[O:22])[CH:13]=[C:14]([C:16]([O:18][CH2:19][CH3:20])=[O:17])[CH:15]=1)#[N:2], predict the reactants needed to synthesize it. The reactants are: [C:1]([C:3]1[CH:8]=[C:7]([CH3:9])[CH:6]=[CH:5][C:4]=1[C:10]1[CH:15]=[C:14]([C:16]([O:18][CH2:19][CH3:20])=[O:17])[CH:13]=[C:12]([C:21](O)=[O:22])[CH:11]=1)#[N:2].Cl.CN(C)CCCN=C=NCC.O.ON1C2C=CC=CC=2N=N1.Cl.[OH:48][CH:49]1[CH2:52][NH:51][CH2:50]1.C(N(CC)C(C)C)(C)C. (4) Given the product [Cl:1][C:2]1[N:7]=[C:6]([NH2:18])[C:5]2=[C:9]([C:12]3[CH:17]=[CH:16][CH:15]=[CH:14][CH:13]=3)[CH:10]=[CH:11][N:4]2[N:3]=1, predict the reactants needed to synthesize it. The reactants are: [Cl:1][C:2]1[N:7]=[C:6](Cl)[C:5]2=[C:9]([C:12]3[CH:17]=[CH:16][CH:15]=[CH:14][CH:13]=3)[CH:10]=[CH:11][N:4]2[N:3]=1.[NH3:18]. (5) Given the product [F:1][C:2]1[CH:3]=[CH:4][C:5]([CH2:8][CH2:9][C:10]2[CH:11]=[CH:12][C:13]([NH2:16])=[CH:14][CH:15]=2)=[CH:6][CH:7]=1, predict the reactants needed to synthesize it. The reactants are: [F:1][C:2]1[CH:7]=[CH:6][C:5](/[CH:8]=[CH:9]/[C:10]2[CH:15]=[CH:14][C:13]([N+:16]([O-])=O)=[CH:12][CH:11]=2)=[CH:4][CH:3]=1. (6) Given the product [Cl:19][C:15]1[CH:16]=[CH:17][CH:18]=[C:13]2[C:14]=1[NH:23][N:22]=[C:11]2[C:4]1[CH:5]=[CH:6][C:7]([O:9][CH3:10])=[CH:8][C:3]=1[O:2][CH3:1], predict the reactants needed to synthesize it. The reactants are: [CH3:1][O:2][C:3]1[CH:8]=[C:7]([O:9][CH3:10])[CH:6]=[CH:5][C:4]=1[C:11]([C:13]1[CH:18]=[CH:17][CH:16]=[C:15]([Cl:19])[C:14]=1F)=O.O.[NH2:22][NH2:23].